Dataset: Full USPTO retrosynthesis dataset with 1.9M reactions from patents (1976-2016). Task: Predict the reactants needed to synthesize the given product. (1) Given the product [Br:1][C:2]1[CH:3]=[C:4]([CH:8]=[CH:9][C:10]=1[CH3:11])[C:5]([O:7][CH3:17])=[O:6], predict the reactants needed to synthesize it. The reactants are: [Br:1][C:2]1[CH:3]=[C:4]([CH:8]=[CH:9][C:10]=1[CH3:11])[C:5]([OH:7])=[O:6].S(=O)(=O)(O)O.[CH3:17]O. (2) The reactants are: N#N.[C:3]([Si:7]([CH3:19])([CH3:18])[O:8][CH:9]([C:11]1[O:12][C:13]([CH:16]=[O:17])=[CH:14][N:15]=1)[CH3:10])([CH3:6])([CH3:5])[CH3:4].[BH4-].[Na+].O. Given the product [C:3]([Si:7]([CH3:19])([CH3:18])[O:8][CH:9]([C:11]1[O:12][C:13]([CH2:16][OH:17])=[CH:14][N:15]=1)[CH3:10])([CH3:4])([CH3:6])[CH3:5], predict the reactants needed to synthesize it. (3) Given the product [C:32]([O:31][C:30](=[O:36])[NH:29][C@H:26]1[CH2:27][CH2:28][C@@H:24]([C:22]2[N:19]3[C:14]4[CH:13]=[CH:12][N:11]([S:1]([C:4]5[CH:10]=[CH:9][C:7]([CH3:8])=[CH:6][CH:5]=5)(=[O:2])=[O:3])[C:15]=4[N:16]=[CH:17][C:18]3=[N:20][N:21]=2)[CH2:25]1)([CH3:34])([CH3:35])[CH3:33], predict the reactants needed to synthesize it. The reactants are: [S:1]([N:11]1[C:15]2=[N:16][CH:17]=[C:18]([NH:20][NH:21][C:22]([C@@H:24]3[CH2:28][CH2:27][C@H:26]([NH:29][C:30](=[O:36])[O:31][C:32]([CH3:35])([CH3:34])[CH3:33])[CH2:25]3)=O)[N:19]=[C:14]2[CH:13]=[CH:12]1)([C:4]1[CH:10]=[CH:9][C:7]([CH3:8])=[CH:6][CH:5]=1)(=[O:3])=[O:2].O=S(Cl)Cl.CCOC(C)=O.O. (4) Given the product [C:1]([O:5][C:6](=[O:7])[NH:8][C@@H:9]([CH2:13][CH2:14][CH2:15][CH2:16][CH2:17][C:18](=[O:21])[CH2:19][CH3:20])[C:10]([NH:44][CH2:45][C:46]([C:48]1[C:49]([O:58][CH3:59])=[N:50][C:51]2[C:56]([CH:57]=1)=[CH:55][CH:54]=[CH:53][CH:52]=2)=[O:47])=[O:12])([CH3:2])([CH3:3])[CH3:4], predict the reactants needed to synthesize it. The reactants are: [C:1]([O:5][C:6]([NH:8][C@@H:9]([CH2:13][CH2:14][CH2:15][CH2:16][CH2:17][C:18](=[O:21])[CH2:19][CH3:20])[C:10]([OH:12])=O)=[O:7])([CH3:4])([CH3:3])[CH3:2].CCN=C=NCCCN(C)C.Cl.C1C=CC2N(O)N=NC=2C=1.[NH2:44][CH2:45][C:46]([C:48]1[C:49]([O:58][CH3:59])=[N:50][C:51]2[C:56]([CH:57]=1)=[CH:55][CH:54]=[CH:53][CH:52]=2)=[O:47].CCN(C(C)C)C(C)C. (5) Given the product [Cl:36][C:37]1[CH:44]=[CH:43][C:40]([CH2:41][O:34][C:33](=[O:35])[CH2:32][C:5]2[CH:6]=[C:7]([C:8]3[CH:13]=[CH:12][C:11]([C:14]([F:15])([F:16])[F:17])=[CH:10][C:9]=3[CH2:18][N:19]3[C@@H:23]([CH3:24])[C@@H:22]([C:25]4[CH:30]=[CH:29][CH:28]=[CH:27][CH:26]=4)[O:21][C:20]3=[O:31])[C:2]([O:1][CH2:41][C:40]3[CH:43]=[CH:44][C:37]([Cl:36])=[CH:38][CH:39]=3)=[CH:3][CH:4]=2)=[CH:39][CH:38]=1, predict the reactants needed to synthesize it. The reactants are: [OH:1][C:2]1[C:7]([C:8]2[CH:13]=[CH:12][C:11]([C:14]([F:17])([F:16])[F:15])=[CH:10][C:9]=2[CH2:18][N:19]2[C@@H:23]([CH3:24])[C@@H:22]([C:25]3[CH:30]=[CH:29][CH:28]=[CH:27][CH:26]=3)[O:21][C:20]2=[O:31])=[CH:6][C:5]([CH2:32][C:33]([OH:35])=[O:34])=[CH:4][CH:3]=1.[Cl:36][C:37]1[CH:44]=[CH:43][C:40]([CH2:41]Br)=[CH:39][CH:38]=1.